This data is from NCI-60 drug combinations with 297,098 pairs across 59 cell lines. The task is: Regression. Given two drug SMILES strings and cell line genomic features, predict the synergy score measuring deviation from expected non-interaction effect. (1) Synergy scores: CSS=5.98, Synergy_ZIP=-1.31, Synergy_Bliss=4.27, Synergy_Loewe=-9.45, Synergy_HSA=-1.37. Drug 1: CC(C1=C(C=CC(=C1Cl)F)Cl)OC2=C(N=CC(=C2)C3=CN(N=C3)C4CCNCC4)N. Cell line: HS 578T. Drug 2: CCC1(C2=C(COC1=O)C(=O)N3CC4=CC5=C(C=CC(=C5CN(C)C)O)N=C4C3=C2)O.Cl. (2) Drug 1: CC1=C(C=C(C=C1)NC2=NC=CC(=N2)N(C)C3=CC4=NN(C(=C4C=C3)C)C)S(=O)(=O)N.Cl. Drug 2: C1C(C(OC1N2C=NC(=NC2=O)N)CO)O. Cell line: TK-10. Synergy scores: CSS=4.21, Synergy_ZIP=-1.38, Synergy_Bliss=0.136, Synergy_Loewe=-5.73, Synergy_HSA=-0.151. (3) Drug 1: CC1CCC2CC(C(=CC=CC=CC(CC(C(=O)C(C(C(=CC(C(=O)CC(OC(=O)C3CCCCN3C(=O)C(=O)C1(O2)O)C(C)CC4CCC(C(C4)OC)O)C)C)O)OC)C)C)C)OC. Drug 2: CCN(CC)CCNC(=O)C1=C(NC(=C1C)C=C2C3=C(C=CC(=C3)F)NC2=O)C. Cell line: DU-145. Synergy scores: CSS=6.59, Synergy_ZIP=-1.70, Synergy_Bliss=2.32, Synergy_Loewe=0.604, Synergy_HSA=1.34. (4) Drug 1: C1=C(C(=O)NC(=O)N1)F. Drug 2: C1C(C(OC1N2C=NC3=C2NC=NCC3O)CO)O. Cell line: HOP-62. Synergy scores: CSS=32.6, Synergy_ZIP=-9.61, Synergy_Bliss=-8.82, Synergy_Loewe=-10.7, Synergy_HSA=-7.37.